Task: Predict the reactants needed to synthesize the given product.. Dataset: Full USPTO retrosynthesis dataset with 1.9M reactions from patents (1976-2016) Given the product [F:1][C:2]1[CH:7]=[CH:6][C:5]([CH3:8])=[CH:4][C:3]=1[C:9]1[O:13][N:12]=[C:11]([CH:14]([OH:17])[CH2:15][CH3:16])[CH:10]=1, predict the reactants needed to synthesize it. The reactants are: [F:1][C:2]1[CH:7]=[CH:6][C:5]([CH3:8])=[CH:4][C:3]=1[C:9]1[O:13][N:12]=[C:11]([C:14](=[O:17])[CH2:15][CH3:16])[CH:10]=1.[BH4-].[Na+].